This data is from Catalyst prediction with 721,799 reactions and 888 catalyst types from USPTO. The task is: Predict which catalyst facilitates the given reaction. (1) The catalyst class is: 13. Product: [Br:1][C:2]1[CH:7]=[CH:6][C:5]([CH:8]2[CH2:11][N:10]([C:12]([C:14]3[CH:15]=[CH:16][C:17]([CH3:30])=[C:18]([NH:20][C:21](=[O:29])[C:22]4[CH:27]=[CH:26][C:25]([NH:34][CH:31]([CH3:33])[CH3:32])=[N:24][CH:23]=4)[CH:19]=3)=[O:13])[CH2:9]2)=[CH:4][CH:3]=1. Reactant: [Br:1][C:2]1[CH:7]=[CH:6][C:5]([CH:8]2[CH2:11][N:10]([C:12]([C:14]3[CH:15]=[CH:16][C:17]([CH3:30])=[C:18]([NH:20][C:21](=[O:29])[C:22]4[CH:27]=[CH:26][C:25](Cl)=[N:24][CH:23]=4)[CH:19]=3)=[O:13])[CH2:9]2)=[CH:4][CH:3]=1.[CH:31]([NH2:34])([CH3:33])[CH3:32]. (2) Reactant: [CH:1]1([S:4]([C:7]2[CH:12]=[CH:11][C:10]([CH:13]([C:21]3[NH:25][C:24]([C:26]4[N:31]=[CH:30][C:29]([S:32][CH2:33][C:34]([O:36]CC)=[O:35])=[CH:28][CH:27]=4)=[CH:23][CH:22]=3)[CH2:14][CH:15]3[CH2:20][CH2:19][O:18][CH2:17][CH2:16]3)=[CH:9][CH:8]=2)(=[O:6])=[O:5])[CH2:3][CH2:2]1.[OH-].[Na+].Cl. Product: [CH:1]1([S:4]([C:7]2[CH:12]=[CH:11][C:10]([CH:13]([C:21]3[NH:25][C:24]([C:26]4[N:31]=[CH:30][C:29]([S:32][CH2:33][C:34]([OH:36])=[O:35])=[CH:28][CH:27]=4)=[CH:23][CH:22]=3)[CH2:14][CH:15]3[CH2:20][CH2:19][O:18][CH2:17][CH2:16]3)=[CH:9][CH:8]=2)(=[O:5])=[O:6])[CH2:3][CH2:2]1. The catalyst class is: 5. (3) Reactant: [Li]CCCC.CCCCCC.CC1(C)CCCC(C)(C)N1.[Cl:22][C:23]1[CH:28]=[N:27][CH:26]=[CH:25][N:24]=1.[CH2:29]([Sn:33](Cl)([CH2:38][CH2:39][CH2:40][CH3:41])[CH2:34][CH2:35][CH2:36][CH3:37])[CH2:30][CH2:31][CH3:32].[Li]. Product: [Cl:22][C:23]1[CH:28]=[N:27][CH:26]=[C:25]([Sn:33]([CH2:34][CH2:35][CH2:36][CH3:37])([CH2:38][CH2:39][CH2:40][CH3:41])[CH2:29][CH2:30][CH2:31][CH3:32])[N:24]=1. The catalyst class is: 1. (4) Reactant: [NH2:1][C:2]1[CH:3]=[C:4]([CH:8]=[CH:9][C:10]=1[CH3:11])[C:5]([OH:7])=O.CN(C(ON1N=NC2C=CC=CC1=2)=[N+](C)C)C.F[P-](F)(F)(F)(F)F.Cl.[Br:37][C:38]1[CH:43]=[CH:42][C:41]([CH:44]2[CH2:47][NH:46][CH2:45]2)=[CH:40][CH:39]=1.CCN(C(C)C)C(C)C. Product: [NH2:1][C:2]1[CH:3]=[C:4]([C:5]([N:46]2[CH2:45][CH:44]([C:41]3[CH:42]=[CH:43][C:38]([Br:37])=[CH:39][CH:40]=3)[CH2:47]2)=[O:7])[CH:8]=[CH:9][C:10]=1[CH3:11]. The catalyst class is: 39. (5) Reactant: Cl.[NH2:2][CH2:3][C:4]([NH2:6])=[O:5].O.[OH-].[Na+].O=[C:11]([C:14]1[CH:19]=[CH:18][CH:17]=[CH:16][CH:15]=1)[CH:12]=O. Product: [C:14]1([C:11]2[N:2]=[CH:3][C:4](=[O:5])[NH:6][CH:12]=2)[CH:19]=[CH:18][CH:17]=[CH:16][CH:15]=1. The catalyst class is: 130. (6) Reactant: [F:1][C:2]([F:21])([C:6]1[CH:11]=[C:10]([C:12]2[CH:17]=[CH:16][N:15]=[CH:14][CH:13]=2)[CH:9]=[C:8]([N+:18]([O-:20])=[O:19])[CH:7]=1)[C:3]([OH:5])=[O:4]. Product: [F:21][C:2]([F:1])([C:6]1[CH:11]=[C:10]([C:12]2[CH:17]=[CH:16][N:15]=[CH:14][CH:13]=2)[CH:9]=[C:8]([N+:18]([O-:20])=[O:19])[CH:7]=1)[C:3]([O:5][C:6]([CH3:11])([CH3:7])[CH3:2])=[O:4]. The catalyst class is: 11. (7) Reactant: [BH4-].[Na+].[Cl:3][C:4]1[C:5]([CH2:54][C:55]2[CH:60]=[CH:59][C:58]([CH2:61][CH3:62])=[CH:57][CH:56]=2)=[CH:6][C:7]([C@H:15]2[C@H:20]([O:21][CH2:22][C:23]3[CH:28]=[CH:27][CH:26]=[CH:25][CH:24]=3)[C@@H:19]([O:29][CH2:30][C:31]3[CH:36]=[CH:35][CH:34]=[CH:33][CH:32]=3)[C@H:18]([O:37][CH2:38][C:39]3[CH:44]=[CH:43][CH:42]=[CH:41][CH:40]=3)[C@@H:17]([CH2:45][O:46][CH2:47][C:48]3[CH:53]=[CH:52][CH:51]=[CH:50][CH:49]=3)[O:16]2)=[C:8]([CH:14]=1)[CH2:9][O:10][CH2:11][CH:12]=[O:13]. Product: [Cl:3][C:4]1[C:5]([CH2:54][C:55]2[CH:60]=[CH:59][C:58]([CH2:61][CH3:62])=[CH:57][CH:56]=2)=[CH:6][C:7]([C@H:15]2[C@H:20]([O:21][CH2:22][C:23]3[CH:24]=[CH:25][CH:26]=[CH:27][CH:28]=3)[C@@H:19]([O:29][CH2:30][C:31]3[CH:36]=[CH:35][CH:34]=[CH:33][CH:32]=3)[C@H:18]([O:37][CH2:38][C:39]3[CH:40]=[CH:41][CH:42]=[CH:43][CH:44]=3)[C@@H:17]([CH2:45][O:46][CH2:47][C:48]3[CH:49]=[CH:50][CH:51]=[CH:52][CH:53]=3)[O:16]2)=[C:8]([CH:14]=1)[CH2:9][O:10][CH2:11][CH2:12][OH:13]. The catalyst class is: 1.